This data is from Catalyst prediction with 721,799 reactions and 888 catalyst types from USPTO. The task is: Predict which catalyst facilitates the given reaction. (1) Reactant: Cl.[NH2:2][C@@H:3]([CH2:14][C:15]1[CH:20]=[CH:19][C:18]([O:21][C:22]([O:24][CH2:25][CH3:26])=[O:23])=[C:17]([O:27][C:28]([O:30][CH2:31][CH3:32])=[O:29])[CH:16]=1)[C:4]([O:6][C@H:7]([CH3:13])[CH2:8][O:9][C:10](=[O:12])[CH3:11])=[O:5].[C:33]([OH:40])(=[O:39])/[CH:34]=[CH:35]/[C:36]([OH:38])=[O:37]. Product: [C:33]([OH:40])(=[O:39])/[CH:34]=[CH:35]/[C:36]([OH:38])=[O:37].[NH2:2][C@@H:3]([CH2:14][C:15]1[CH:20]=[CH:19][C:18]([O:21][C:22]([O:24][CH2:25][CH3:26])=[O:23])=[C:17]([O:27][C:28]([O:30][CH2:31][CH3:32])=[O:29])[CH:16]=1)[C:4]([O:6][C@H:7]([CH3:13])[CH2:8][O:9][C:10](=[O:12])[CH3:11])=[O:5]. The catalyst class is: 13. (2) Reactant: [CH3:1][O:2][C:3]([C:5]1[CH:14]=[C:13]([OH:15])[C:12]2[C:7](=[CH:8][CH:9]=[C:10]([Br:16])[CH:11]=2)[CH:6]=1)=[O:4].C(=O)([O-])[O-].[K+].[K+].C(S([C:28]1[CH:33]=[CH:32][C:31]([S:34]([CH2:37][CH3:38])(=[O:36])=[O:35])=[CH:30][N:29]=1)(=O)=O)C.CN(C)C=O. Product: [CH3:1][O:2][C:3]([C:5]1[CH:14]=[C:13]([O:15][C:28]2[CH:33]=[CH:32][C:31]([S:34]([CH2:37][CH3:38])(=[O:35])=[O:36])=[CH:30][N:29]=2)[C:12]2[C:7](=[CH:8][CH:9]=[C:10]([Br:16])[CH:11]=2)[CH:6]=1)=[O:4]. The catalyst class is: 13. (3) Product: [F:1][CH:2]([F:31])[O:3][C:4]1[CH:9]=[CH:8][C:7]([C@@H:10]([N:12]2[CH2:17][CH2:16][C@:15]([CH2:25][CH2:26][C:27]([NH2:33])=[O:28])([C:18]3[CH:23]=[CH:22][C:21]([F:24])=[CH:20][CH:19]=3)[O:14][C:13]2=[O:30])[CH3:11])=[CH:6][CH:5]=1. Reactant: [F:1][CH:2]([F:31])[O:3][C:4]1[CH:9]=[CH:8][C:7]([C@@H:10]([N:12]2[CH2:17][CH2:16][C@:15]([CH2:25][CH2:26][C:27](O)=[O:28])([C:18]3[CH:23]=[CH:22][C:21]([F:24])=[CH:20][CH:19]=3)[O:14][C:13]2=[O:30])[CH3:11])=[CH:6][CH:5]=1.C[N:33](C(ON1N=NC2C=CC=NC1=2)=[N+](C)C)C.F[P-](F)(F)(F)(F)F.CCN(C(C)C)C(C)C.N. The catalyst class is: 198. (4) Reactant: [H-].[Na+].CCCCCC.[OH:9][C:10]1[CH:15]=[CH:14][C:13]([O:16][CH3:17])=[CH:12][CH:11]=1.Br[CH:19]([C:23]1[CH:28]=[CH:27][CH:26]=[CH:25][CH:24]=1)[C:20]([OH:22])=[O:21]. Product: [CH3:17][O:16][C:13]1[CH:14]=[CH:15][C:10]([O:9][CH:19]([C:23]2[CH:28]=[CH:27][CH:26]=[CH:25][CH:24]=2)[C:20]([OH:22])=[O:21])=[CH:11][CH:12]=1. The catalyst class is: 7. (5) Reactant: [Cl:1][C:2]1[N:7]=[C:6]2[N:8]([CH2:11][O:12][CH2:13][CH2:14][Si:15]([CH3:18])([CH3:17])[CH3:16])[CH:9]=[CH:10][C:5]2=[C:4]([N+]([O-])=O)[CH:3]=1.C([O-])([O-])=O.[K+].[K+].[OH:28][C:29]1[CH:38]=[CH:37][CH:36]=[C:35]2[C:30]=1[CH:31]=[CH:32][CH:33]=[C:34]2[C:39]([OH:41])=[O:40].Cl. Product: [Cl:1][C:2]1[N:7]=[C:6]2[N:8]([CH2:11][O:12][CH2:13][CH2:14][Si:15]([CH3:18])([CH3:17])[CH3:16])[CH:9]=[CH:10][C:5]2=[C:4]([O:28][C:29]2[CH:38]=[CH:37][CH:36]=[C:35]3[C:30]=2[CH:31]=[CH:32][CH:33]=[C:34]3[C:39]([OH:41])=[O:40])[CH:3]=1. The catalyst class is: 16. (6) Reactant: S(=O)(=O)(O)O.[NH2:6][C:7]1[N:15]=[C:14]([Cl:16])[CH:13]=[CH:12][C:8]=1[C:9]([OH:11])=[O:10].[C:17](=O)([O-])O.[Na+]. Product: [CH3:17][O:10][C:9](=[O:11])[C:8]1[CH:12]=[CH:13][C:14]([Cl:16])=[N:15][C:7]=1[NH2:6]. The catalyst class is: 5. (7) Reactant: O=[CH:2][C@H:3]([NH:5][C:6](=[O:12])[O:7][C:8]([CH3:11])([CH3:10])[CH3:9])[CH3:4].Cl.[NH2:14][OH:15].N1C=CC=CC=1. Product: [OH:15][N:14]=[CH:2][C@H:3]([NH:5][C:6](=[O:12])[O:7][C:8]([CH3:11])([CH3:10])[CH3:9])[CH3:4]. The catalyst class is: 5.